This data is from Reaction yield outcomes from USPTO patents with 853,638 reactions. The task is: Predict the reaction yield, written as a fraction of the theoretical maximum amount of product (1.0 means a 100% yield; for example, 0.34 means a 34% yield). (1) The reactants are C(O)C.Br[CH2:5][CH2:6][CH2:7][CH2:8][CH2:9][CH2:10][O:11][C:12]1[CH:17]=[C:16]([S:18][CH2:19][C:20]([F:23])([F:22])[F:21])[C:15]([CH3:24])=[CH:14][C:13]=1[CH3:25].[S-:26][C:27]#[N:28].[K+].CCCCCC. The catalyst is C(OCC)(=O)C. The product is [S:26]([CH2:5][CH2:6][CH2:7][CH2:8][CH2:9][CH2:10][O:11][C:12]1[CH:17]=[C:16]([S:18][CH2:19][C:20]([F:23])([F:22])[F:21])[C:15]([CH3:24])=[CH:14][C:13]=1[CH3:25])[C:27]#[N:28]. The yield is 0.770. (2) The reactants are [CH3:1][C:2]1([CH3:9])[O:6][C@H:5]([CH2:7][OH:8])[CH2:4][O:3]1.Cl[C:11]1[CH:16]=[CH:15][N:14]=[C:13]([NH2:17])[CH:12]=1.[Na]. The catalyst is CO. The product is [CH3:1][C:2]1([CH3:9])[O:6][C@H:5]([CH2:7][O:8][C:11]2[CH:16]=[CH:15][N:14]=[C:13]([NH2:17])[CH:12]=2)[CH2:4][O:3]1. The yield is 0.210. (3) The reactants are [F:1][C:2]1[C:7]([NH:8][C:9](=O)[C:10]2[CH:15]=[C:14]([C:16]3[CH:21]=[CH:20][CH:19]=[C:18]([F:22])[CH:17]=3)[CH:13]=[C:12]([CH3:23])[C:11]=2[O:24][CH3:25])=[C:6]([CH3:27])[C:5]([OH:28])=[CH:4][CH:3]=1.O. The catalyst is C1COCC1. The product is [F:1][C:2]1[CH:3]=[CH:4][C:5]([OH:28])=[C:6]([CH3:27])[C:7]=1[NH:8][CH2:9][C:10]1[CH:15]=[C:14]([C:16]2[CH:21]=[CH:20][CH:19]=[C:18]([F:22])[CH:17]=2)[CH:13]=[C:12]([CH3:23])[C:11]=1[O:24][CH3:25]. The yield is 0.220. (4) The reactants are Cl.[N:2]1[CH:7]=[CH:6][CH:5]=[CH:4][C:3]=1[N:8]([CH2:33][CH2:34][C:35]([O:37][CH2:38][CH3:39])=[O:36])[C:9]([C:11]1[CH:32]=[CH:31][C:14]2[N:15]([CH3:30])[C:16]([CH2:18][N:19]([C:21]3[CH:26]=[CH:25][C:24]([C:27](=[NH:29])[NH2:28])=[CH:23][CH:22]=3)[CH3:20])=[N:17][C:13]=2[CH:12]=1)=[O:10].[C:40](Cl)(=[O:47])[C:41]1[CH:46]=[CH:45][CH:44]=[CH:43][CH:42]=1. No catalyst specified. The product is [N:2]1[CH:7]=[CH:6][CH:5]=[CH:4][C:3]=1[N:8]([CH2:33][CH2:34][C:35]([O:37][CH2:38][CH3:39])=[O:36])[C:9]([C:11]1[CH:32]=[CH:31][C:14]2[N:15]([CH3:30])[C:16]([CH2:18][N:19]([C:21]3[CH:26]=[CH:25][C:24]([C:27](=[NH:28])[NH:29][C:40](=[O:47])[C:41]4[CH:46]=[CH:45][CH:44]=[CH:43][CH:42]=4)=[CH:23][CH:22]=3)[CH3:20])=[N:17][C:13]=2[CH:12]=1)=[O:10]. The yield is 0.630. (5) The reactants are [NH:1]1[C:6]2[CH:7]=[CH:8][S:9][C:5]=2[C:4](=[O:10])[NH:3][C:2]1=[O:11].[Br:12]Br. The catalyst is C(O)(=O)C. The product is [Br:12][C:7]1[C:6]2[NH:1][C:2](=[O:11])[NH:3][C:4](=[O:10])[C:5]=2[S:9][CH:8]=1. The yield is 0.900.